From a dataset of Forward reaction prediction with 1.9M reactions from USPTO patents (1976-2016). Predict the product of the given reaction. (1) Given the reactants [C:1]([N:5]1[C:9](=[O:10])[C:8]([NH:11][CH:12]2[CH2:17][CH2:16][NH:15][CH2:14][CH2:13]2)=[C:7]([C:18]2[CH:23]=[CH:22][CH:21]=[CH:20][CH:19]=2)[S:6]1(=[O:25])=[O:24])([CH3:4])([CH3:3])[CH3:2].[F:26][C:27]([F:38])([F:37])[C:28]1[CH:36]=[CH:35][CH:34]=[CH:33][C:29]=1[C:30](Cl)=[O:31].CCN(P1(N(C)CCCN1)=NC(C)(C)C)CC, predict the reaction product. The product is: [C:1]([N:5]1[C:9](=[O:10])[C:8]([NH:11][CH:12]2[CH2:17][CH2:16][N:15]([C:30](=[O:31])[C:29]3[CH:33]=[CH:34][CH:35]=[CH:36][C:28]=3[C:27]([F:26])([F:37])[F:38])[CH2:14][CH2:13]2)=[C:7]([C:18]2[CH:19]=[CH:20][CH:21]=[CH:22][CH:23]=2)[S:6]1(=[O:25])=[O:24])([CH3:4])([CH3:2])[CH3:3]. (2) Given the reactants [F:1][C:2]1[CH:27]=[C:26]([F:28])[CH:25]=[CH:24][C:3]=1[CH2:4][N:5]([CH2:17][CH2:18][CH2:19][CH2:20][CH2:21][CH2:22][CH3:23])[C:6](=[O:16])[CH2:7][CH2:8][C:9]1[CH:14]=[CH:13][C:12]([OH:15])=[CH:11][CH:10]=1.[CH3:29][O:30][C:31](=[O:40])[C:32]1[CH:37]=[CH:36][CH:35]=[CH:34][C:33]=1[CH2:38]Br.C(=O)([O-])[O-].[K+].[K+], predict the reaction product. The product is: [F:1][C:2]1[CH:27]=[C:26]([F:28])[CH:25]=[CH:24][C:3]=1[CH2:4][N:5]([CH2:17][CH2:18][CH2:19][CH2:20][CH2:21][CH2:22][CH3:23])[C:6](=[O:16])[CH2:7][CH2:8][C:9]1[CH:14]=[CH:13][C:12]([O:15][CH2:38][C:33]2[CH:34]=[CH:35][CH:36]=[CH:37][C:32]=2[C:31]([O:30][CH3:29])=[O:40])=[CH:11][CH:10]=1. (3) Given the reactants [NH:1]1[CH:5]=[N:4][CH:3]=[N:2]1.C(=O)([O-])[O-].[K+].[K+].[NH2:12][C:13]1[N:17]([C:18]2[CH:19]=[CH:20][C:21](F)=[C:22]([CH:25]=2)[C:23]#[N:24])[N:16]=[C:15]([C:27]([F:30])([F:29])[F:28])[C:14]=1[C:31]1[CH:36]=[C:35]([C:37]([F:40])([F:39])[F:38])[CH:34]=[C:33]([Cl:41])[CH:32]=1.O, predict the reaction product. The product is: [NH2:12][C:13]1[N:17]([C:18]2[CH:19]=[CH:20][C:21]([N:1]3[CH:5]=[N:4][CH:3]=[N:2]3)=[C:22]([CH:25]=2)[C:23]#[N:24])[N:16]=[C:15]([C:27]([F:28])([F:29])[F:30])[C:14]=1[C:31]1[CH:36]=[C:35]([C:37]([F:39])([F:40])[F:38])[CH:34]=[C:33]([Cl:41])[CH:32]=1. (4) Given the reactants [NH2:1][C:2]1[C:10]([NH2:11])=[CH:9][C:8]([O:12][CH3:13])=[CH:7][C:3]=1[C:4]([OH:6])=[O:5].[F:14][C:15]([F:25])([F:24])[C:16]1[CH:23]=[CH:22][CH:21]=[CH:20][C:17]=1[CH:18]=O.S(S([O-])=O)([O-])(=O)=O.[Na+].[Na+], predict the reaction product. The product is: [CH3:13][O:12][C:8]1[CH:7]=[C:3]([C:4]([OH:6])=[O:5])[C:2]2[N:1]=[C:18]([C:17]3[CH:20]=[CH:21][CH:22]=[CH:23][C:16]=3[C:15]([F:14])([F:24])[F:25])[NH:11][C:10]=2[CH:9]=1. (5) Given the reactants [N:1]1[C:2]([C:10]([OH:12])=O)=[CH:3][N:4]2[CH:9]=[CH:8][CH:7]=[CH:6][C:5]=12.[N:13]1[C:22]2[C:17](=[CH:18][CH:19]=[CH:20][CH:21]=2)[C:16]([N:23]2[CH2:28][CH2:27][N:26]([CH2:29][CH2:30][CH2:31][CH2:32][NH2:33])[CH2:25][CH2:24]2)=[CH:15][CH:14]=1, predict the reaction product. The product is: [N:13]1[C:22]2[C:17](=[CH:18][CH:19]=[CH:20][CH:21]=2)[C:16]([N:23]2[CH2:24][CH2:25][N:26]([CH2:29][CH2:30][CH2:31][CH2:32][NH:33][C:10]([C:2]3[N:1]=[C:5]4[CH:6]=[CH:7][CH:8]=[CH:9][N:4]4[CH:3]=3)=[O:12])[CH2:27][CH2:28]2)=[CH:15][CH:14]=1. (6) Given the reactants [CH3:1][O:2][C:3](=[O:19])[CH:4]([C:9]1[CH:14]=[CH:13][C:12]([Br:15])=[CH:11][C:10]=1[N+:16]([O-:18])=[O:17])C(OC)=O.Cl.[C:21](O)(=O)C, predict the reaction product. The product is: [CH2:1]([O:2][C:3](=[O:19])[CH2:4][C:9]1[CH:14]=[CH:13][C:12]([Br:15])=[CH:11][C:10]=1[N+:16]([O-:18])=[O:17])[CH3:21].